Dataset: Catalyst prediction with 721,799 reactions and 888 catalyst types from USPTO. Task: Predict which catalyst facilitates the given reaction. (1) Reactant: [C:1]([O:5][C:6]([N:8]1[CH2:12][C:11](=[O:13])[CH2:10][C@H:9]1[C:14]([OH:16])=[O:15])=[O:7])([CH3:4])([CH3:3])[CH3:2].Br[Mg][CH3:19]. Product: [C:1]([O:5][C:6]([N:8]1[CH2:12][C:11]([OH:13])([CH3:19])[CH2:10][C@H:9]1[C:14]([OH:16])=[O:15])=[O:7])([CH3:4])([CH3:2])[CH3:3]. The catalyst class is: 7. (2) Reactant: [C:1]([O:5][C:6]([N:8]([CH2:10][C:11]([OH:13])=O)[CH3:9])=[O:7])([CH3:4])([CH3:3])[CH3:2].C1N=CN(C(N2C=NC=C2)=O)C=1.[I-:26].[NH2:27][CH2:28][CH2:29][O:30][CH2:31][CH2:32][P+:33]([C:46]1[CH:51]=[CH:50][CH:49]=[CH:48][CH:47]=1)([C:40]1[CH:45]=[CH:44][CH:43]=[CH:42][CH:41]=1)[C:34]1[CH:39]=[CH:38][CH:37]=[CH:36][CH:35]=1. Product: [C:1]([O:5][C:6]([N:8]([CH3:9])[CH2:10][C:11]([NH:27][CH2:28][CH2:29][O:30][CH2:31][CH2:32][P+:33]([C:46]1[CH:51]=[CH:50][CH:49]=[CH:48][CH:47]=1)([C:34]1[CH:35]=[CH:36][CH:37]=[CH:38][CH:39]=1)[C:40]1[CH:45]=[CH:44][CH:43]=[CH:42][CH:41]=1)=[O:13])=[O:7])([CH3:2])([CH3:3])[CH3:4].[I-:26]. The catalyst class is: 3. (3) Reactant: C(N(CC)CC)C.[C:8](OC(=O)C)(=[O:10])[CH3:9].[Cl:15][C:16]1[CH:17]=[C:18]([CH:46]=[CH:47][C:48]=1[F:49])[NH:19][C:20]1[C:29]2[C:24](=[CH:25][C:26]([O:36][CH2:37][CH2:38][CH2:39][N:40]3[CH2:45][CH2:44][NH:43][CH2:42][CH2:41]3)=[CH:27][C:28]=2[O:30][CH:31]2[CH2:35][CH2:34][O:33][CH2:32]2)[N:23]=[CH:22][N:21]=1.C(=O)([O-])O.[Na+]. Product: [Cl:15][C:16]1[CH:17]=[C:18]([CH:46]=[CH:47][C:48]=1[F:49])[NH:19][C:20]1[C:29]2[C:24](=[CH:25][C:26]([O:36][CH2:37][CH2:38][CH2:39][N:40]3[CH2:41][CH2:42][N:43]([C:8](=[O:10])[CH3:9])[CH2:44][CH2:45]3)=[CH:27][C:28]=2[O:30][CH:31]2[CH2:35][CH2:34][O:33][CH2:32]2)[N:23]=[CH:22][N:21]=1. The catalyst class is: 2. (4) Reactant: C(OC([N:6]1[CH:15]=[C:14]([CH:16]=[O:17])[C:13]2[C:8](=[CH:9][C:10]([O:26][CH3:27])=[C:11]([O:18][CH2:19][CH2:20][CH2:21][O:22][C:23](=[O:25])[CH3:24])[CH:12]=2)[CH:7]1[CH2:28][C:29]1[CH:34]=[CH:33][CH:32]=[C:31]([O:35][CH3:36])[CH:30]=1)=O)C.[OH-].[K+]. Product: [C:23]([O:22][CH2:21][CH2:20][CH2:19][O:18][C:11]1[CH:12]=[C:13]2[C:8](=[CH:9][C:10]=1[O:26][CH3:27])[CH:7]([CH2:28][C:29]1[CH:34]=[CH:33][CH:32]=[C:31]([O:35][CH3:36])[CH:30]=1)[NH:6][CH:15]=[C:14]2[CH:16]=[O:17])(=[O:25])[CH3:24]. The catalyst class is: 5. (5) Reactant: [Br:1][C:2]1[CH:3]=[CH:4][C:5]([Cl:9])=[C:6]([OH:8])[CH:7]=1.Cl[C:11]1[N:15]([CH3:16])[N:14]=[C:13]([CH3:17])[C:12]=1[CH:18]=[O:19].C(=O)([O-])[O-].[K+].[K+].O. Product: [Br:1][C:2]1[CH:3]=[CH:4][C:5]([Cl:9])=[C:6]([CH:7]=1)[O:8][C:11]1[N:15]([CH3:16])[N:14]=[C:13]([CH3:17])[C:12]=1[CH:18]=[O:19]. The catalyst class is: 60.